Dataset: Full USPTO retrosynthesis dataset with 1.9M reactions from patents (1976-2016). Task: Predict the reactants needed to synthesize the given product. (1) Given the product [Cl:16][C:17]1[N:18]=[CH:19][N:20]=[C:21]([O:23][C:24]2[CH:25]=[CH:26][C:27]([NH:30][C:31]([NH:11][C:8]3[CH:9]=[CH:10][C:5]([CH2:4][N:2]([CH3:1])[CH3:3])=[C:6]([C:12]([F:14])([F:13])[F:15])[CH:7]=3)=[O:32])=[CH:28][CH:29]=2)[CH:22]=1, predict the reactants needed to synthesize it. The reactants are: [CH3:1][N:2]([CH2:4][C:5]1[CH:10]=[CH:9][C:8]([NH2:11])=[CH:7][C:6]=1[C:12]([F:15])([F:14])[F:13])[CH3:3].[Cl:16][C:17]1[CH:22]=[C:21]([O:23][C:24]2[CH:29]=[CH:28][C:27]([N:30]=[C:31]=[O:32])=[CH:26][CH:25]=2)[N:20]=[CH:19][N:18]=1. (2) Given the product [CH:33]1([NH:36][C:5](=[O:32])[C:6]2[CH:11]=[CH:10][C:9]([CH3:12])=[C:8]([NH:13][C:14](=[O:31])[C:15]3[CH:16]=[CH:17][C:18]([O:21][CH2:22][C:23]4[CH:28]=[CH:27][C:26]([CH2:29][NH:13][CH:8]([CH3:9])[CH3:7])=[CH:25][N:24]=4)=[CH:19][CH:20]=3)[CH:7]=2)[CH2:35][CH2:34]1, predict the reactants needed to synthesize it. The reactants are: C1(N[C:5](=[O:32])[C:6]2[CH:11]=[CH:10][C:9]([CH3:12])=[C:8]([NH:13][C:14](=[O:31])[C:15]3[CH:20]=[CH:19][C:18]([O:21][CH2:22][C:23]4[CH:28]=[CH:27][C:26]([CH2:29]O)=[CH:25][N:24]=4)=[CH:17][CH:16]=3)[CH:7]=2)CC1.[CH:33]([NH2:36])([CH3:35])[CH3:34]. (3) Given the product [Cl:1][C:2]1[N:7]=[C:6]([C:8]2[CH:9]=[N:10][N:11]([CH:13]([CH2:14][CH:15]3[CH2:20][CH2:19][NH:18][CH2:17][CH2:16]3)[CH2:28][C:29]#[N:30])[CH:12]=2)[C:5]([O:31][CH3:32])=[CH:4][N:3]=1, predict the reactants needed to synthesize it. The reactants are: [Cl:1][C:2]1[N:7]=[C:6]([C:8]2[CH:9]=[N:10][N:11]([CH:13]([CH2:28][C:29]#[N:30])[CH2:14][CH:15]3[CH2:20][CH2:19][N:18](C(OC(C)(C)C)=O)[CH2:17][CH2:16]3)[CH:12]=2)[C:5]([O:31][CH3:32])=[CH:4][N:3]=1.C(O)(C(F)(F)F)=O. (4) The reactants are: [CH2:1]([O:3][C:4]1[CH:5]=[C:6]2[C:11](=[C:12]3[CH2:16][C:15]([CH3:18])([CH3:17])[O:14][C:13]=13)[C:10]([C:19]1[CH:29]=[CH:28][C:22]([C:23]([O:25]CC)=[O:24])=[C:21]([NH:30][CH2:31][C:32]3[CH:37]=[CH:36][CH:35]=[CH:34][N:33]=3)[CH:20]=1)=[N:9][C:8]([CH3:39])([CH3:38])[CH2:7]2)[CH3:2].[OH-].[Na+]. Given the product [CH2:1]([O:3][C:4]1[CH:5]=[C:6]2[C:11](=[C:12]3[CH2:16][C:15]([CH3:18])([CH3:17])[O:14][C:13]=13)[C:10]([C:19]1[CH:29]=[CH:28][C:22]([C:23]([OH:25])=[O:24])=[C:21]([NH:30][CH2:31][C:32]3[CH:37]=[CH:36][CH:35]=[CH:34][N:33]=3)[CH:20]=1)=[N:9][C:8]([CH3:38])([CH3:39])[CH2:7]2)[CH3:2], predict the reactants needed to synthesize it. (5) Given the product [CH2:25]([Si:24]1([CH2:27][CH3:28])[C:2]2[CH:7]=[CH:6][CH:5]=[CH:4][C:3]=2[CH:8]([C:10]2[CH:15]=[CH:14][C:13]([N:16]([CH3:18])[CH3:17])=[CH:12][CH:11]=2)[O:9]1)[CH3:26], predict the reactants needed to synthesize it. The reactants are: Br[C:2]1[CH:7]=[CH:6][CH:5]=[CH:4][C:3]=1[CH:8]([C:10]1[CH:15]=[CH:14][C:13]([N:16]([CH3:18])[CH3:17])=[CH:12][CH:11]=1)[OH:9].[Li]CCCC.[SiH:24](Cl)([CH2:27][CH3:28])[CH2:25][CH3:26]. (6) Given the product [CH3:26][C:4]1([CH3:27])[CH2:5][CH:6]([NH:8][C:9]2[N:14]=[C:13]([C:15]3[CH:20]=[CH:19][C:18]([CH2:21][CH2:22][CH2:23][OH:24])=[CH:17][CH:16]=3)[CH:12]=[CH:11][N:10]=2)[CH2:7][C:2]([CH3:28])([CH3:1])[NH:3]1, predict the reactants needed to synthesize it. The reactants are: [CH3:1][C:2]1([CH3:28])[CH2:7][CH:6]([NH:8][C:9]2[N:14]=[C:13]([C:15]3[CH:20]=[CH:19][C:18]([CH2:21][CH2:22][C:23](O)=[O:24])=[CH:17][CH:16]=3)[CH:12]=[CH:11][N:10]=2)[CH2:5][C:4]([CH3:27])([CH3:26])[NH:3]1.[H-].[H-].[H-].[H-].[Li+].[Al+3].S([O-])([O-])(=O)=O.[Na+].[Na+].